From a dataset of Reaction yield outcomes from USPTO patents with 853,638 reactions. Predict the reaction yield, written as a fraction of the theoretical maximum amount of product (1.0 means a 100% yield; for example, 0.34 means a 34% yield). (1) The reactants are [CH2:1]([CH:8]1[CH2:13][CH2:12][N:11]([C:14](=[O:19])[C:15]([F:18])([F:17])[F:16])[CH2:10][CH2:9]1)[C:2]1[CH:7]=[CH:6][CH:5]=[CH:4][CH:3]=1.[C:20](Cl)(=[O:24])[CH:21]([CH3:23])[CH3:22].[Cl-].[Al+3].[Cl-].[Cl-]. The catalyst is ClCCl. The product is [C:20]([C:5]1[CH:4]=[CH:3][C:2]([CH2:1][CH:8]2[CH2:13][CH2:12][N:11]([C:14](=[O:19])[C:15]([F:18])([F:16])[F:17])[CH2:10][CH2:9]2)=[CH:7][CH:6]=1)(=[O:24])[CH:21]([CH3:23])[CH3:22]. The yield is 0.660. (2) The reactants are [Br:1][C:2]1[CH:6]=[N:5][N:4]([CH:7]([CH3:9])[CH3:8])[C:3]=1[C:10]1[CH:11]=[C:12]([NH2:18])[CH:13]=[CH:14][C:15]=1[O:16][CH3:17].[F:19][C:20]1[CH:25]=[CH:24][C:23]([N:26]=[C:27]=[O:28])=[CH:22][CH:21]=1. The catalyst is C(Cl)Cl. The product is [Br:1][C:2]1[CH:6]=[N:5][N:4]([CH:7]([CH3:9])[CH3:8])[C:3]=1[C:10]1[CH:11]=[C:12]([NH:18][C:27]([NH:26][C:23]2[CH:24]=[CH:25][C:20]([F:19])=[CH:21][CH:22]=2)=[O:28])[CH:13]=[CH:14][C:15]=1[O:16][CH3:17]. The yield is 0.320. (3) The reactants are Cl[C:2]1[C:7]([C:8]2[CH:9]=[C:10]3[C:14](=[CH:15][CH:16]=2)[N:13]([CH2:17][O:18][CH2:19][CH2:20][Si:21]([CH3:24])([CH3:23])[CH3:22])[N:12]=[CH:11]3)=[CH:6][CH:5]=[CH:4][N:3]=1.Br[C:26]1[CH:31]=[CH:30][CH:29]=[C:28]([CH:32]([F:34])[F:33])[N:27]=1. No catalyst specified. The product is [F:33][CH:32]([F:34])[C:28]1[N:27]=[C:26]([C:2]2[C:7]([C:8]3[CH:9]=[C:10]4[C:14](=[CH:15][CH:16]=3)[N:13]([CH2:17][O:18][CH2:19][CH2:20][Si:21]([CH3:24])([CH3:23])[CH3:22])[N:12]=[CH:11]4)=[CH:6][CH:5]=[CH:4][N:3]=2)[CH:31]=[CH:30][CH:29]=1. The yield is 0.493. (4) The reactants are [CH:1]1([O:6][C:7](=[O:29])[C@@H:8]([NH:15][C:16]([NH:18][CH2:19][C:20]2[CH:25]=[CH:24][CH:23]=[C:22]([N+:26]([O-])=O)[CH:21]=2)=[O:17])[C:9]2[CH:14]=[CH:13][CH:12]=[CH:11][CH:10]=2)[CH2:5][CH2:4][CH2:3][CH2:2]1. The catalyst is C(O)C. The product is [CH:1]1([O:6][C:7](=[O:29])[C@@H:8]([NH:15][C:16]([NH:18][CH2:19][C:20]2[CH:25]=[CH:24][CH:23]=[C:22]([NH2:26])[CH:21]=2)=[O:17])[C:9]2[CH:10]=[CH:11][CH:12]=[CH:13][CH:14]=2)[CH2:5][CH2:4][CH2:3][CH2:2]1. The yield is 0.710. (5) The reactants are [F:1][C:2]1[C:23]([CH3:24])=[CH:22][C:5]2[N:6]([CH:10]3[CH2:15][CH2:14][N:13]([C:16]4([CH3:21])[CH2:20][CH2:19][NH:18][CH2:17]4)[CH2:12][CH2:11]3)[C:7](=[O:9])[NH:8][C:4]=2[CH:3]=1.[C:25](Cl)(=[O:29])[O:26][CH2:27][CH3:28]. No catalyst specified. The product is [F:1][C:2]1[C:23]([CH3:24])=[CH:22][C:5]2[N:6]([CH:10]3[CH2:11][CH2:12][N:13]([C:16]4([CH3:21])[CH2:20][CH2:19][N:18]([C:25]([O:26][CH2:27][CH3:28])=[O:29])[CH2:17]4)[CH2:14][CH2:15]3)[C:7](=[O:9])[NH:8][C:4]=2[CH:3]=1. The yield is 0.522. (6) The reactants are [F:1][C:2]1[CH:3]=[CH:4][C:5]([CH3:19])=[C:6]([C:8]2[CH:17]=[C:16]3[C:11]([CH:12]=[C:13]([NH2:18])[N:14]=[CH:15]3)=[CH:10][CH:9]=2)[CH:7]=1.C(Cl)Cl.N1C=CC=CC=1.[C:29]1([C@@H:35]2[CH2:37][C@H:36]2[C:38](Cl)=[O:39])[CH:34]=[CH:33][CH:32]=[CH:31][CH:30]=1. No catalyst specified. The product is [F:1][C:2]1[CH:3]=[CH:4][C:5]([CH3:19])=[C:6]([C:8]2[CH:17]=[C:16]3[C:11]([CH:12]=[C:13]([NH:18][C:38]([CH:36]4[CH2:37][CH:35]4[C:29]4[CH:34]=[CH:33][CH:32]=[CH:31][CH:30]=4)=[O:39])[N:14]=[CH:15]3)=[CH:10][CH:9]=2)[CH:7]=1. The yield is 0.370. (7) The reactants are [Cl:1][C:2]1[CH:3]=[C:4]([C:8]2[CH:9]=[C:10]([CH2:16][C:17]3[CH:25]=[CH:24][C:20](C(O)=O)=[CH:19][CH:18]=3)[CH:11]=[N:12][C:13]=2[O:14][CH3:15])[CH:5]=[CH:6][CH:7]=1.C([N:29]([CH2:33]C)C(C)C)(C)C.C1(P(N=[N+]=[N-])(C2C=CC=CC=2)=[O:42])C=CC=CC=1.Cl.[O:53]1[CH2:56][CH:55]([NH2:57])[CH2:54]1. The catalyst is C1(C)C=CC=CC=1.C(Cl)Cl. The product is [Cl:1][C:2]1[CH:3]=[C:4]([C:8]2[CH:9]=[C:10]([CH2:16][C:17]3[CH:25]=[CH:24][C:20]([NH:29][C:33]([NH:57][CH:55]4[CH2:56][O:53][CH2:54]4)=[O:42])=[CH:19][CH:18]=3)[CH:11]=[N:12][C:13]=2[O:14][CH3:15])[CH:5]=[CH:6][CH:7]=1. The yield is 0.460.